Dataset: Reaction yield outcomes from USPTO patents with 853,638 reactions. Task: Predict the reaction yield, written as a fraction of the theoretical maximum amount of product (1.0 means a 100% yield; for example, 0.34 means a 34% yield). (1) The reactants are [OH:1][C:2]1[CH:7]=[CH:6][C:5]([N+:8]([O-:10])=[O:9])=[CH:4][C:3]=1[I:11].Cl.Cl[CH2:14][C:15]1[N:16]=[CH:17][S:18][CH:19]=1. No catalyst specified. The product is [I:11][C:3]1[CH:4]=[C:5]([N+:8]([O-:10])=[O:9])[CH:6]=[CH:7][C:2]=1[O:1][CH2:14][C:15]1[N:16]=[CH:17][S:18][CH:19]=1. The yield is 1.00. (2) The reactants are O[CH2:2][C:3]1[N:4]=[C:5]([NH:8][C:9](=[O:15])[O:10][C:11]([CH3:14])([CH3:13])[CH3:12])[S:6][CH:7]=1.CCN(CC)CC.CS(Cl)(=O)=O.[NH:28]1[CH2:33][CH2:32][O:31][CH2:30][CH2:29]1. The catalyst is C(Cl)Cl. The product is [O:31]1[CH2:32][CH2:33][N:28]([CH2:2][C:3]2[N:4]=[C:5]([NH:8][C:9](=[O:15])[O:10][C:11]([CH3:14])([CH3:13])[CH3:12])[S:6][CH:7]=2)[CH2:29][CH2:30]1. The yield is 0.690. (3) The reactants are N[CH:2]([CH2:6][C:7]([F:10])([F:9])[F:8])[C:3]([OH:5])=[O:4].[C:19](O[C:19]([O:21][C:22]([CH3:25])([CH3:24])[CH3:23])=[O:20])([O:21][C:22]([CH3:25])([CH3:24])[CH3:23])=[O:20]. The catalyst is C(Cl)Cl. The product is [C:22]([O:21][C:19]([CH:2]([CH2:6][C:7]([F:10])([F:9])[F:8])[C:3]([OH:5])=[O:4])=[O:20])([CH3:23])([CH3:24])[CH3:25]. The yield is 0.968. (4) The reactants are [F:1][C:2]1[CH:7]=[C:6]([N+:8]([O-])=O)[CH:5]=[CH:4][C:3]=1[CH2:11][CH2:12][CH2:13][C:14]#[N:15].[NH4+].[Cl-]. The catalyst is O.CO.[Fe]. The product is [NH2:8][C:6]1[CH:5]=[CH:4][C:3]([CH2:11][CH2:12][CH2:13][C:14]#[N:15])=[C:2]([F:1])[CH:7]=1. The yield is 0.960.